This data is from Forward reaction prediction with 1.9M reactions from USPTO patents (1976-2016). The task is: Predict the product of the given reaction. (1) Given the reactants [CH3:1][C:2]1[CH:7]=[CH:6][C:5]([C:8]2[O:12][N:11]=[CH:10][C:9]=2[C:13]([OH:15])=O)=[CH:4][CH:3]=1.C(O)(=O)C(O)=O.[CH3:22][O:23][C:24]1[CH:35]=[CH:34][C:27]([CH2:28][CH:29]2[CH2:33][CH2:32][NH:31][CH2:30]2)=[CH:26][CH:25]=1, predict the reaction product. The product is: [CH3:22][O:23][C:24]1[CH:25]=[CH:26][C:27]([CH2:28][CH:29]2[CH2:33][CH2:32][N:31]([C:13]([C:9]3[CH:10]=[N:11][O:12][C:8]=3[C:5]3[CH:4]=[CH:3][C:2]([CH3:1])=[CH:7][CH:6]=3)=[O:15])[CH2:30]2)=[CH:34][CH:35]=1. (2) Given the reactants [C:1]([O:5][CH3:6])(=[O:4])[CH2:2][SH:3].F[C:8]1[CH:15]=[C:14]([O:16][CH3:17])[CH:13]=[CH:12][C:9]=1[CH:10]=O, predict the reaction product. The product is: [CH3:6][O:5][C:1]([C:2]1[S:3][C:12]2[CH:13]=[C:14]([O:16][CH3:17])[CH:15]=[CH:8][C:9]=2[CH:10]=1)=[O:4].